This data is from Full USPTO retrosynthesis dataset with 1.9M reactions from patents (1976-2016). The task is: Predict the reactants needed to synthesize the given product. (1) Given the product [F:1][C:2]1[CH:7]=[C:6]([C:8]2[CH:16]=[C:15]3[C:11]([C:12]([C:17]4[NH:18][C:19]5[CH2:24][CH2:23][N:22]([CH2:44][C:41]6[CH:42]=[CH:43][C:38]([N:32]7[CH2:37][CH2:36][CH2:35][CH2:34][CH2:33]7)=[N:39][CH:40]=6)[CH2:21][C:20]=5[N:25]=4)=[N:13][NH:14]3)=[CH:10][CH:9]=2)[C:5]([CH2:26][C:27]([F:28])([F:29])[F:30])=[CH:4][C:3]=1[OH:31], predict the reactants needed to synthesize it. The reactants are: [F:1][C:2]1[CH:7]=[C:6]([C:8]2[CH:16]=[C:15]3[C:11]([C:12]([C:17]4[NH:18][C:19]5[CH2:24][CH2:23][NH:22][CH2:21][C:20]=5[N:25]=4)=[N:13][NH:14]3)=[CH:10][CH:9]=2)[C:5]([CH2:26][C:27]([F:30])([F:29])[F:28])=[CH:4][C:3]=1[OH:31].[N:32]1([C:38]2[CH:43]=[CH:42][C:41]([CH:44]=O)=[CH:40][N:39]=2)[CH2:37][CH2:36][CH2:35][CH2:34][CH2:33]1. (2) The reactants are: [C@@H:1]1([N:8]2[CH:16]=[N:15][C:14]3[C:9]2=[N:10][C:11]([O:18][CH:19]2[CH2:23][CH2:22][CH2:21][CH2:20]2)=[N:12][C:13]=3[NH2:17])[O:6][C@H:5]([CH3:7])[C@H:3]2[O:4][C@@H:2]12.[N-:24]=[N+:25]=[N-:26].[Na+].[Cl-].[NH4+]. Given the product [N:24]([C@H:3]1[C@@H:5]([CH3:7])[O:6][C@@H:1]([N:8]2[CH:16]=[N:15][C:14]3[C:9]2=[N:10][C:11]([O:18][CH:19]2[CH2:23][CH2:22][CH2:21][CH2:20]2)=[N:12][C:13]=3[NH2:17])[C@@H:2]1[OH:4])=[N+:25]=[N-:26], predict the reactants needed to synthesize it. (3) Given the product [CH:28]1[C:36]2[C:35]3[CH:37]=[CH:38][CH:39]=[CH:40][C:34]=3[S:33][C:32]=2[C:31]([C:41]2[CH:42]=[CH:43][C:44]3[N:45]([C:15]4[CH:2]=[CH:3][C:4]5[C:13](=[C:12]([C:16]6[CH:21]=[CH:20][CH:19]=[CH:18][CH:17]=6)[C:11]6[C:6]([C:5]=5[C:22]5[CH:23]=[CH:24][CH:25]=[CH:26][CH:27]=5)=[CH:7][CH:8]=[CH:9][CH:10]=6)[CH:14]=4)[C:46]4[C:51]([C:52]=3[CH:53]=2)=[CH:50][CH:49]=[CH:48][CH:47]=4)=[CH:30][CH:29]=1, predict the reactants needed to synthesize it. The reactants are: I[C:2]1[CH:15]=[CH:14][C:13]2[C:4](=[C:5]([C:22]3[CH:27]=[CH:26][CH:25]=[CH:24][CH:23]=3)[C:6]3[C:11]([C:12]=2[C:16]2[CH:21]=[CH:20][CH:19]=[CH:18][CH:17]=2)=[CH:10][CH:9]=[CH:8][CH:7]=3)[CH:3]=1.[CH:28]1[C:36]2[C:35]3[CH:37]=[CH:38][CH:39]=[CH:40][C:34]=3[S:33][C:32]=2[C:31]([C:41]2[CH:42]=[CH:43][C:44]3[NH:45][C:46]4[C:51]([C:52]=3[CH:53]=2)=[CH:50][CH:49]=[CH:48][CH:47]=4)=[CH:30][CH:29]=1.CC(C)([O-])C.[Na+].C(P(C(C)(C)C)C(C)(C)C)(C)(C)C. (4) Given the product [Cl-:66].[Cl-:66].[CH2:61]([C:53](=[Zr+2:70]([CH:60]1[CH:59]=[CH:33][CH:24]=[CH:25]1)[C:23]1[C:22]2[CH2:21][C:20]3[C:28](=[CH:16][C:17]([C:52]([CH3:55])([CH3:53])[CH3:54])=[C:18]([C:45]4[CH:50]=[CH:49][CH:48]=[CH:47][C:46]=4[CH3:51])[CH:19]=3)[C:27]=2[CH:26]=[C:25]([C:29]([CH3:32])([CH3:31])[CH3:30])[C:24]=1[C:33]1[CH:38]=[CH:37][CH:36]=[CH:35][C:34]=1[CH3:39])[CH2:52][C:17]1[CH:16]=[CH:28][CH:20]=[CH:19][CH:18]=1)[C:62]1[CH:23]=[CH:22][CH:21]=[CH:64][CH:63]=1, predict the reactants needed to synthesize it. The reactants are: C(C(=[C:16]1[C:28]2[C:20]([CH:21]=[C:22]3[C:27]=2[CH:26]=[C:25]([C:29]([CH3:32])([CH3:31])[CH3:30])[C:24]([C:33]2[CH:38]=[CH:37][CH:36]=[CH:35][C:34]=2[CH3:39])=[CH:23]3)=[C:19](C2C=CC=C2)[C:18]([C:45]2[CH:50]=[CH:49][CH:48]=[CH:47][C:46]=2[CH3:51])=[C:17]1[C:52]([CH3:55])([CH3:54])[CH3:53])CC1C=CC=CC=1)C1C=CC=CC=1.C(O[CH2:59][CH3:60])C.[CH2:61]([Li])[CH2:62][CH2:63][CH3:64].[Cl-:66].[Cl-].[Cl-].[Cl-].[Zr+4:70]. (5) Given the product [OH:12][C:5]1[C:6]2[C:11](=[CH:10][CH:9]=[CH:8][CH:7]=2)[N:2]([N:1]2[C:17](=[O:18])[C:16]3[C:15](=[CH:23][CH:22]=[CH:21][CH:20]=3)[C:14]2=[O:19])[C:3](=[O:13])[CH:4]=1, predict the reactants needed to synthesize it. The reactants are: [NH2:1][N:2]1[C:11]2[C:6](=[CH:7][CH:8]=[CH:9][CH:10]=2)[C:5]([OH:12])=[CH:4][C:3]1=[O:13].[C:14]1(=O)[O:19][C:17](=[O:18])[C:16]2=[CH:20][CH:21]=[CH:22][CH:23]=[C:15]12.C(N(C(C)C)CC)(C)C.